Dataset: Reaction yield outcomes from USPTO patents with 853,638 reactions. Task: Predict the reaction yield, written as a fraction of the theoretical maximum amount of product (1.0 means a 100% yield; for example, 0.34 means a 34% yield). (1) The reactants are [F:1][C:2]1[CH:7]=[CH:6][CH:5]=[C:4]([F:8])[C:3]=1[N:9]1[C:14]2[N:15]=[C:16](S(C)(=O)=O)[N:17]=[C:18]([C:19]3[CH:24]=[CH:23][C:22]([F:25])=[CH:21][C:20]=3[CH3:26])[C:13]=2[CH:12]=[CH:11][C:10]1=[O:31].[NH2:32][C:33]1[N:37]=[CH:36][NH:35][N:34]=1. No catalyst specified. The product is [F:1][C:2]1[CH:7]=[CH:6][CH:5]=[C:4]([F:8])[C:3]=1[N:9]1[C:14]2[N:15]=[C:16]([NH:32][C:33]3[N:37]=[CH:36][NH:35][N:34]=3)[N:17]=[C:18]([C:19]3[CH:24]=[CH:23][C:22]([F:25])=[CH:21][C:20]=3[CH3:26])[C:13]=2[CH:12]=[CH:11][C:10]1=[O:31]. The yield is 0.150. (2) The reactants are O[CH:2]=[C:3]1[C:11]2[C:6](=[CH:7][C:8]([C:12]([C:14]3[CH:15]=[C:16]([NH:20][C:21]([C:23]4[S:24][CH:25]=[CH:26][CH:27]=4)=[O:22])[CH:17]=[CH:18][CH:19]=3)=[O:13])=[CH:9][CH:10]=2)[NH:5][C:4]1=[O:28].[NH2:29][C:30]1[CH:31]=[C:32]([OH:36])[CH:33]=[CH:34][CH:35]=1. The catalyst is C1COCC1. The product is [OH:36][C:32]1[CH:31]=[C:30]([NH:29][CH:2]=[C:3]2[C:11]3[C:6](=[CH:7][C:8]([C:12]([C:14]4[CH:15]=[C:16]([NH:20][C:21]([C:23]5[S:24][CH:25]=[CH:26][CH:27]=5)=[O:22])[CH:17]=[CH:18][CH:19]=4)=[O:13])=[CH:9][CH:10]=3)[NH:5][C:4]2=[O:28])[CH:35]=[CH:34][CH:33]=1. The yield is 0.840. (3) The reactants are [C:1]([O:5][C:6]([NH:8][C@@H:9]([CH3:23])[CH2:10][N:11]1[C:19]2[C:14](=[CH:15][CH:16]=[C:17]3[O:22][CH2:21][CH2:20][C:18]3=2)[CH:13]=[CH:12]1)=[O:7])([CH3:4])([CH3:3])[CH3:2].C([BH3-])#N.[Na+].[OH-].[NH4+]. The catalyst is C(O)(=O)C. The product is [C:1]([O:5][C:6]([NH:8][C@@H:9]([CH3:23])[CH2:10][N:11]1[C:19]2[C:14](=[CH:15][CH:16]=[C:17]3[O:22][CH2:21][CH2:20][C:18]3=2)[CH2:13][CH2:12]1)=[O:7])([CH3:4])([CH3:2])[CH3:3]. The yield is 0.720.